From a dataset of Peptide-MHC class II binding affinity with 134,281 pairs from IEDB. Regression. Given a peptide amino acid sequence and an MHC pseudo amino acid sequence, predict their binding affinity value. This is MHC class II binding data. (1) The peptide sequence is NNALQNLARTISEAG. The MHC is DRB1_0301 with pseudo-sequence DRB1_0301. The binding affinity (normalized) is 0.182. (2) The peptide sequence is QIINFDQTDFEMIYD. The MHC is DRB1_0101 with pseudo-sequence DRB1_0101. The binding affinity (normalized) is 0.331. (3) The peptide sequence is RNVFDEVIPTAFSIG. The MHC is HLA-DPA10201-DPB11401 with pseudo-sequence HLA-DPA10201-DPB11401. The binding affinity (normalized) is 0.109. (4) The peptide sequence is RLFKAFILDGDNLFP. The MHC is DRB1_0301 with pseudo-sequence DRB1_0301. The binding affinity (normalized) is 0.609. (5) The peptide sequence is SELQIVDKIDAAFKI. The MHC is DRB3_0101 with pseudo-sequence DRB3_0101. The binding affinity (normalized) is 0.778.